Dataset: Full USPTO retrosynthesis dataset with 1.9M reactions from patents (1976-2016). Task: Predict the reactants needed to synthesize the given product. Given the product [NH3:4].[CH3:3][OH:36].[CH:21]([C:24]1[CH:29]=[CH:28][C:27]([NH:30][C:3]2[N:8]=[C:7]([NH:9][CH:10]3[CH2:15][C:14]([CH3:17])([CH3:16])[NH:13][C:12]([CH3:19])([CH3:18])[CH2:11]3)[C:6]([F:20])=[CH:5][N:4]=2)=[CH:26][C:25]=1[N:31]1[CH:35]=[N:34][N:33]=[N:32]1)([CH3:23])[CH3:22], predict the reactants needed to synthesize it. The reactants are: Cl.Cl[C:3]1[N:8]=[C:7]([NH:9][CH:10]2[CH2:15][C:14]([CH3:17])([CH3:16])[NH:13][C:12]([CH3:19])([CH3:18])[CH2:11]2)[C:6]([F:20])=[CH:5][N:4]=1.[CH:21]([C:24]1[CH:29]=[CH:28][C:27]([NH2:30])=[CH:26][C:25]=1[N:31]1[CH:35]=[N:34][N:33]=[N:32]1)([CH3:23])[CH3:22].[OH2:36].C1(C)C=CC(S(O)(=O)=O)=CC=1.